Dataset: hERG Central: cardiac toxicity at 1µM, 10µM, and general inhibition. Task: Predict hERG channel inhibition at various concentrations. (1) The compound is COc1ccc(Cl)cc1NC(=O)CNCC(c1ccccc1)N(C)C.O=C(O)C(=O)O. Results: hERG_inhib (hERG inhibition (general)): blocker. (2) The drug is COc1ccccc1NC(=O)CN1CCN(CC(=O)Nc2cc(NC(C)=O)ccc2OC)CC1. Results: hERG_inhib (hERG inhibition (general)): blocker. (3) The molecule is O=C(NCc1cccc(OC(F)(F)F)c1)C1CCC(=O)N(Cc2cccc(F)c2)C1. Results: hERG_inhib (hERG inhibition (general)): blocker.